From a dataset of Full USPTO retrosynthesis dataset with 1.9M reactions from patents (1976-2016). Predict the reactants needed to synthesize the given product. (1) Given the product [CH2:6]([NH:13][C:14]([C:16]1[CH:21]=[CH:20][N:19]=[CH:18][C:17]=1[CH2:22][CH2:23][OH:24])=[O:15])[C:7]1[CH:8]=[CH:9][CH:10]=[CH:11][CH:12]=1, predict the reactants needed to synthesize it. The reactants are: C([Li])CCC.[CH2:6]([NH:13][C:14]([C:16]1[CH:21]=[CH:20][N:19]=[CH:18][CH:17]=1)=[O:15])[C:7]1[CH:12]=[CH:11][CH:10]=[CH:9][CH:8]=1.[CH2:22]1[O:24][CH2:23]1.O. (2) Given the product [CH:1]1[CH:2]=[CH:3][N:4]2[CH2:10][C:9]3[CH:11]=[CH:12][CH:13]=[CH:14][C:8]=3[N:7]([C:15]([C:17]3[CH:18]=[CH:19][C:20]([C:1]4[CH2:2][CH2:3][CH2:36][C:35](=[O:34])[C:5]=4[CH3:6])=[CH:21][CH:22]=3)=[O:16])[CH2:6][C:5]=12, predict the reactants needed to synthesize it. The reactants are: [CH:1]1[CH:2]=[CH:3][N:4]2[CH2:10][C:9]3[CH:11]=[CH:12][CH:13]=[CH:14][C:8]=3[N:7]([C:15]([C:17]3[CH:22]=[CH:21][C:20](B4OC(C)(C)C(C)(C)O4)=[CH:19][CH:18]=3)=[O:16])[CH2:6][C:5]=12.C([O:34][CH2:35][CH3:36])C. (3) Given the product [NH2:1][C:2]1[C:3]([C:4](=[O:6])[NH:15][C:16]2[CH:21]=[CH:20][CH:19]=[CH:18][N:17]=2)=[CH:7][CH:8]=[CH:9][C:10]=1[C:11]([O:13][CH3:14])=[O:12], predict the reactants needed to synthesize it. The reactants are: [NH2:1][C:2]1[C:10]([C:11]([O:13][CH3:14])=[O:12])=[CH:9][CH:8]=[CH:7][C:3]=1[C:4]([OH:6])=O.[NH2:15][C:16]1[CH:21]=[CH:20][CH:19]=[CH:18][N:17]=1.C1C=CC2N(O)N=NC=2C=1.CCN=C=NCCCN(C)C. (4) The reactants are: [CH3:1][C:2]1([CH3:23])[O:6][C:5](=[O:7])[N:4]([C:8]2[CH:16]=[CH:15][C:11]([C:12](O)=[O:13])=[CH:10][CH:9]=2)[C@H:3]1[C:17]1[CH:22]=[CH:21][CH:20]=[CH:19][CH:18]=1.C(N(C(C)C)C(C)C)C.CN(C(ON1N=NC2C=CC=NC1=2)=[N+](C)C)C.F[P-](F)(F)(F)(F)F.[Cl:57][C:58]1[N:59]=[N:60][C:61]([NH:64][NH2:65])=[CH:62][CH:63]=1. Given the product [Cl:57][C:58]1[N:59]=[N:60][C:61]([NH:64][NH:65][C:12](=[O:13])[C:11]2[CH:10]=[CH:9][C:8]([N:4]3[C@@H:3]([C:17]4[CH:22]=[CH:21][CH:20]=[CH:19][CH:18]=4)[C:2]([CH3:23])([CH3:1])[O:6][C:5]3=[O:7])=[CH:16][CH:15]=2)=[CH:62][CH:63]=1, predict the reactants needed to synthesize it. (5) Given the product [F:1][C:2]([F:15])([F:14])[C:3]1[CH:8]=[CH:7][CH:6]=[CH:5][C:4]=1[CH2:9][S:10]([Cl:19])(=[O:12])=[O:11], predict the reactants needed to synthesize it. The reactants are: [F:1][C:2]([F:15])([F:14])[C:3]1[CH:8]=[CH:7][CH:6]=[CH:5][C:4]=1[CH2:9][S:10](O)(=[O:12])=[O:11].C(Cl)(=O)C([Cl:19])=O.